Dataset: Full USPTO retrosynthesis dataset with 1.9M reactions from patents (1976-2016). Task: Predict the reactants needed to synthesize the given product. (1) Given the product [CH2:1]([N:8]1[CH2:17][CH2:16][C:15]2[C:14]([NH:32][C:31]3[CH:33]=[CH:34][C:35]([CH3:36])=[C:29]([C:21]4[N:20]=[CH:19][C:28]5[C:23]([CH:22]=4)=[CH:24][CH:25]=[CH:26][CH:27]=5)[CH:30]=3)=[N:13][CH:12]=[CH:11][C:10]=2[CH2:9]1)[C:2]1[CH:7]=[CH:6][CH:5]=[CH:4][CH:3]=1, predict the reactants needed to synthesize it. The reactants are: [CH2:1]([N:8]1[CH2:17][CH2:16][C:15]2[C:10](=[CH:11][CH:12]=[N:13][C:14]=2Br)[CH2:9]1)[C:2]1[CH:7]=[CH:6][CH:5]=[CH:4][CH:3]=1.[CH:19]1[C:28]2[C:23](=[CH:24][CH:25]=[CH:26][CH:27]=2)[CH:22]=[C:21]([C:29]2[CH:30]=[C:31]([CH:33]=[CH:34][C:35]=2[CH3:36])[NH2:32])[N:20]=1.CC1(C)C2C(=C(P(C3C=CC=CC=3)C3C=CC=CC=3)C=CC=2)OC2C(P(C3C=CC=CC=3)C3C=CC=CC=3)=CC=CC1=2.[O-]P([O-])([O-])=O.[K+].[K+].[K+]. (2) Given the product [CH3:3][C:2]1[CH:4]=[C:5]([OH:6])[N:12]=[N:11][C:1]=1[OH:8], predict the reactants needed to synthesize it. The reactants are: [C:1]1(=[O:8])O[C:5](=[O:6])[CH:4]=[C:2]1[CH3:3].Cl.Cl.[NH2:11][NH2:12]. (3) Given the product [N+:35]([C:38]1[CH:39]=[CH:40][C:41]([C:42]([O:1][C@H:2]([C@H:3]2[CH2:4][O:5][CH2:6][C:7](=[O:9])[NH:8]2)[C:10]2[CH:11]=[CH:12][CH:13]=[CH:14][CH:15]=2)=[O:43])=[CH:45][CH:46]=1)([O-:37])=[O:36], predict the reactants needed to synthesize it. The reactants are: [OH:1][C@H:2]([C:10]1[CH:15]=[CH:14][CH:13]=[CH:12][CH:11]=1)[C@@H:3]1[NH:8][C:7](=[O:9])[CH2:6][O:5][CH2:4]1.C1(P(C2C=CC=CC=2)C2C=CC=CC=2)C=CC=CC=1.[N+:35]([C:38]1[CH:46]=[CH:45][C:41]([C:42](O)=[O:43])=[CH:40][CH:39]=1)([O-:37])=[O:36].N(C(OCC)=O)=NC(OCC)=O. (4) Given the product [CH:1]([O:4][C:5]1[N:9]([C:10]2[CH:15]=[CH:14][C:13]([S:16]([CH3:19])(=[O:17])=[O:18])=[CH:12][N:11]=2)[N:8]=[C:7]([C:20]([F:23])([F:21])[F:22])[C:6]=1[Cl:24])([CH3:3])[CH3:2], predict the reactants needed to synthesize it. The reactants are: [CH:1]([O:4][C:5]1[N:9]([C:10]2[CH:15]=[CH:14][C:13]([S:16]([CH3:19])(=[O:18])=[O:17])=[CH:12][N:11]=2)[N:8]=[C:7]([C:20]([F:23])([F:22])[F:21])[CH:6]=1)([CH3:3])[CH3:2].[Cl:24]N1C(=O)CCC1=O. (5) The reactants are: [Br:1][C:2]1[CH:21]=[N:20][C:5]2=[N:6][C:7]([N:11]3[CH2:18][CH:17]4[CH:13]([CH2:14][N:15]([CH3:19])[CH2:16]4)[CH2:12]3)=[C:8](Cl)[N:9]=[C:4]2[CH:3]=1.O.[NH2:23][NH2:24]. Given the product [Br:1][C:2]1[CH:21]=[N:20][C:5]2=[N:6][C:7]([N:11]3[CH2:18][CH:17]4[CH:13]([CH2:14][N:15]([CH3:19])[CH2:16]4)[CH2:12]3)=[C:8]([NH:23][NH2:24])[N:9]=[C:4]2[CH:3]=1, predict the reactants needed to synthesize it. (6) Given the product [CH3:22][O:1][C:2]1([CH2:15][CH2:16][CH:17]([CH3:19])[CH3:18])[C:11]2[C:6](=[CH:7][CH:8]=[CH:9][CH:10]=2)[C:5]([O:12][CH3:13])=[CH:4][C:3]1=[O:14], predict the reactants needed to synthesize it. The reactants are: [OH:1][C:2]1([CH2:15][CH2:16][CH:17]([CH3:19])[CH3:18])[C:11]2[C:6](=[CH:7][CH:8]=[CH:9][CH:10]=2)[C:5]([O:12][CH3:13])=[CH:4][C:3]1=[O:14].[H-].[Na+].[CH3:22]I. (7) Given the product [CH:1]1([CH2:4][O:5][C:12]2[N:17]=[C:16]([CH2:18][O:19][CH:20]3[CH2:25][CH2:24][CH2:23][CH2:22][O:21]3)[CH:15]=[CH:14][N:13]=2)[CH2:3][CH2:2]1, predict the reactants needed to synthesize it. The reactants are: [CH:1]1([CH2:4][OH:5])[CH2:3][CH2:2]1.[H-].[Na+].CS([C:12]1[N:17]=[C:16]([CH2:18][O:19][CH:20]2[CH2:25][CH2:24][CH2:23][CH2:22][O:21]2)[CH:15]=[CH:14][N:13]=1)(=O)=O. (8) Given the product [OH:2][C:3]1[C:8]([C:9]2[CH:10]=[CH:11][C:12]3[C:13]4[NH:27][N:26]=[CH:25][C:14]=4[C:15](=[O:24])[N:16]([CH2:19][C:20]([F:23])([F:21])[F:22])[C:17]=3[CH:18]=2)=[CH:7][CH:6]=[CH:5][N:4]=1, predict the reactants needed to synthesize it. The reactants are: C[O:2][C:3]1[C:8]([C:9]2[CH:10]=[CH:11][C:12]3[C:13]4[N:27](C5CCCCO5)[N:26]=[CH:25][C:14]=4[C:15](=[O:24])[N:16]([CH2:19][C:20]([F:23])([F:22])[F:21])[C:17]=3[CH:18]=2)=[CH:7][CH:6]=[CH:5][N:4]=1.COC1C(C2C=CC3C4NN(C5CCCCO5)CC=4C(=O)N(CC(F)(F)F)C=3C=2)=CC=CN=1.Cl.O1CCOCC1.C(OC(C)C)(C)C. (9) Given the product [C:12]([N:8]1[C:9]2[C:4](=[C:3]([O:16][C:17]3[CH:22]=[CH:21][CH:20]=[CH:19][C:18]=3[F:23])[C:2]([C:44]3[CH:45]=[N:46][N:47]([CH:49]4[CH2:50][CH2:51][N:52]([C:55]([O:57][C:58]([CH3:61])([CH3:60])[CH3:59])=[O:56])[CH2:53][CH2:54]4)[CH:48]=3)=[CH:11][CH:10]=2)[CH2:5][CH2:6][C@@H:7]1[CH3:15])(=[O:14])[CH3:13], predict the reactants needed to synthesize it. The reactants are: Br[C:2]1[C:3]([O:16][C:17]2[CH:22]=[CH:21][CH:20]=[CH:19][C:18]=2[F:23])=[C:4]2[C:9](=[CH:10][CH:11]=1)[N:8]([C:12](=[O:14])[CH3:13])[C@@H:7]([CH3:15])[CH2:6][CH2:5]2.O1CCOCC1.C(=O)([O-])[O-].[Cs+].[Cs+].CC1(C)C(C)(C)OB([C:44]2[CH:45]=[N:46][N:47]([CH:49]3[CH2:54][CH2:53][N:52]([C:55]([O:57][C:58]([CH3:61])([CH3:60])[CH3:59])=[O:56])[CH2:51][CH2:50]3)[CH:48]=2)O1.